From a dataset of Catalyst prediction with 721,799 reactions and 888 catalyst types from USPTO. Predict which catalyst facilitates the given reaction. (1) Reactant: [OH-].[Na+].[NH2:3][C:4]1[C:13]([NH:14][C:15]([C:17]2[CH:22]=[N:21][CH:20]=[CH:19][N:18]=2)=[O:16])=[CH:12][CH:11]=[CH:10][C:5]=1[C:6]([O:8]C)=[O:7]. Product: [NH2:3][C:4]1[C:13]([NH:14][C:15]([C:17]2[CH:22]=[N:21][CH:20]=[CH:19][N:18]=2)=[O:16])=[CH:12][CH:11]=[CH:10][C:5]=1[C:6]([OH:8])=[O:7]. The catalyst class is: 1. (2) Reactant: [CH3:1][C:2]1[CH:7]2[C:8]3([CH3:15])[CH2:9][CH2:10][CH:11]([CH:12]([CH3:14])[CH3:13])[CH:6]2[CH:5]3[CH2:4][CH:3]=1. The catalyst class is: 81. Product: [CH3:1][C:2]1[C@H:7]2[C@@:8]([CH2:9][CH2:10][CH:11]=[C:12]([CH3:14])[CH3:13])([CH3:15])[C@H:5]([CH2:6]2)[CH2:4][CH:3]=1. (3) Reactant: [CH3:1][O:2][C:3]([C:5]1[S:6][C:7]([C:10]2[N:11]=[C:12]([NH2:15])[S:13][CH:14]=2)=[CH:8][CH:9]=1)=[O:4].[C:16]1([CH2:22][CH2:23][CH:24]=O)[CH:21]=[CH:20][CH:19]=[CH:18][CH:17]=1.[BH-](OC(C)=O)(OC(C)=O)OC(C)=O.[Na+]. Product: [CH3:1][O:2][C:3]([C:5]1[S:6][C:7]([C:10]2[N:11]=[C:12]([NH:15][CH2:24][CH2:23][CH2:22][C:16]3[CH:21]=[CH:20][CH:19]=[CH:18][CH:17]=3)[S:13][CH:14]=2)=[CH:8][CH:9]=1)=[O:4]. The catalyst class is: 585. (4) Reactant: [OH:1][NH:2][C:3](=O)[CH3:4].C([O-])(C)(C)C.[K+].[CH:12]1([CH2:18][O:19][C:20]2[C:27]([CH:28]3[CH2:30][CH2:29]3)=[CH:26]C(C#N)=[C:22](F)[CH:21]=2)[CH2:17][CH2:16][CH2:15][CH2:14][CH2:13]1.CCOC(C)=O.C[N:39](C=O)C. Product: [CH:12]1([CH2:18][O:19][C:20]2[C:27]([CH:28]3[CH2:30][CH2:29]3)=[CH:26][C:4]3[C:3]([NH2:39])=[N:2][O:1][C:22]=3[CH:21]=2)[CH2:13][CH2:14][CH2:15][CH2:16][CH2:17]1. The catalyst class is: 6. (5) Reactant: [CH2:1]([O:3][C:4]([C:6]1[O:14][C:13]2[CH:12]=[CH:11][N:10]=[C:9](Cl)[C:8]=2[C:7]=1[NH:16][C:17]1[CH:22]=[CH:21][C:20]([Si:23]([CH3:26])([CH3:25])[CH3:24])=[CH:19][C:18]=1[F:27])=[O:5])[CH3:2].[CH3:28]B1OB(C)OB(C)O1.C(=O)([O-])[O-].[K+].[K+]. Product: [CH2:1]([O:3][C:4]([C:6]1[O:14][C:9]2[N:10]=[CH:11][CH:12]=[C:13]([CH3:28])[C:8]=2[C:7]=1[NH:16][C:17]1[CH:22]=[CH:21][C:20]([Si:23]([CH3:25])([CH3:26])[CH3:24])=[CH:19][C:18]=1[F:27])=[O:5])[CH3:2]. The catalyst class is: 77. (6) Reactant: [OH:1][CH2:2][CH:3]1[C:12]2[C:7]3=[C:8]([CH2:13][N:14]([C:18]([O:20][C:21]([CH3:24])([CH3:23])[CH3:22])=[O:19])[CH2:15][CH:16]([CH3:17])[N:6]3[CH2:5][CH2:4]1)[CH:9]=[CH:10][CH:11]=2.C(N(CC)CC)C.[CH3:32][S:33](Cl)(=[O:35])=[O:34]. Product: [CH3:17][CH:16]1[N:6]2[C:7]3[C:12]([CH:3]([CH2:2][O:1][S:33]([CH3:32])(=[O:35])=[O:34])[CH2:4][CH2:5]2)=[CH:11][CH:10]=[CH:9][C:8]=3[CH2:13][N:14]([C:18]([O:20][C:21]([CH3:23])([CH3:22])[CH3:24])=[O:19])[CH2:15]1. The catalyst class is: 2.